From a dataset of Catalyst prediction with 721,799 reactions and 888 catalyst types from USPTO. Predict which catalyst facilitates the given reaction. (1) Reactant: FC(F)(F)C(O)=O.[Cl:8][C:9]1[CH:14]=[CH:13][C:12]([C:15]2([C:35]#[N:36])[CH:19]([CH2:20][C:21]([CH3:24])([CH3:23])[CH3:22])[NH:18][CH:17]([C:25]([OH:27])=O)[CH:16]2[C:28]2[CH:33]=[CH:32][CH:31]=[C:30]([Cl:34])[CH:29]=2)=[C:11]([F:37])[CH:10]=1.CC1(C)[O:43][C@@H:42]([CH2:44][CH2:45][NH2:46])[CH2:41][O:40]1.CN(C(ON1N=NC2C=CC=NC1=2)=[N+](C)C)C.F[P-](F)(F)(F)(F)F.CCN(C(C)C)C(C)C.Cl. Product: [OH:43][C@H:42]([CH2:41][OH:40])[CH2:44][CH2:45][NH:46][C:25]([CH:17]1[CH:16]([C:28]2[CH:33]=[CH:32][CH:31]=[C:30]([Cl:34])[CH:29]=2)[C:15]([C:12]2[CH:13]=[CH:14][C:9]([Cl:8])=[CH:10][C:11]=2[F:37])([C:35]#[N:36])[CH:19]([CH2:20][C:21]([CH3:24])([CH3:23])[CH3:22])[NH:18]1)=[O:27]. The catalyst class is: 539. (2) Reactant: [C:1]([CH2:3][C:4](=[NH:8])OCC)#[N:2].[NH:9]1[CH2:14][CH2:13][CH:12]([C:15]([O:17][C:18]([CH3:21])([CH3:20])[CH3:19])=[O:16])[CH2:11][CH2:10]1.CCN(C(C)C)C(C)C. Product: [C:1]([CH2:3][C:4]([N:9]1[CH2:14][CH2:13][CH:12]([C:15]([O:17][C:18]([CH3:21])([CH3:20])[CH3:19])=[O:16])[CH2:11][CH2:10]1)=[NH:8])#[N:2]. The catalyst class is: 14.